From a dataset of Catalyst prediction with 721,799 reactions and 888 catalyst types from USPTO. Predict which catalyst facilitates the given reaction. (1) Reactant: F[C:2]1[CH:7]=[CH:6][CH:5]=[CH:4][C:3]=1[N+:8]([O-:10])=[O:9].[NH2:11][C:12]1[CH:20]=[CH:19][CH:18]=[CH:17][C:13]=1[C:14]([OH:16])=[O:15].C([O-])([O-])=O.[Cs+].[Cs+].Cl. Product: [N+:8]([C:3]1[CH:4]=[CH:5][CH:6]=[CH:7][C:2]=1[NH:11][C:12]1[CH:20]=[CH:19][CH:18]=[CH:17][C:13]=1[C:14]([OH:16])=[O:15])([O-:10])=[O:9]. The catalyst class is: 173. (2) Reactant: [F:1][C:2]1[CH:3]=[CH:4][C:5]([N+:20]([O-])=O)=[C:6]([NH:8][C:9]2[C:10]([CH3:19])=[C:11]([CH:16]=[CH:17][CH:18]=2)[C:12]([O:14][CH3:15])=[O:13])[CH:7]=1. Product: [NH2:20][C:5]1[CH:4]=[CH:3][C:2]([F:1])=[CH:7][C:6]=1[NH:8][C:9]1[C:10]([CH3:19])=[C:11]([CH:16]=[CH:17][CH:18]=1)[C:12]([O:14][CH3:15])=[O:13]. The catalyst class is: 663. (3) Reactant: [Cl:1][C:2]1[S:6][C:5]([C:7]([OH:9])=O)=[CH:4][C:3]=1[C:10]1[N:14]([CH3:15])[N:13]=[CH:12][C:11]=1[F:16].[NH2:17][C@@H:18]([CH2:31][C:32]1[CH:37]=[CH:36][CH:35]=[CH:34][C:33]=1[C:38]([F:41])([F:40])[F:39])[CH2:19][N:20]1[C:28](=[O:29])[C:27]2[C:22](=[CH:23][CH:24]=[CH:25][CH:26]=2)[C:21]1=[O:30].C(N(C(C)C)CC)(C)C.F[P-](F)(F)(F)(F)F.Br[P+](N1CCCC1)(N1CCCC1)N1CCCC1. Product: [Cl:1][C:2]1[S:6][C:5]([C:7]([NH:17][C@@H:18]([CH2:31][C:32]2[CH:37]=[CH:36][CH:35]=[CH:34][C:33]=2[C:38]([F:41])([F:39])[F:40])[CH2:19][N:20]2[C:28](=[O:29])[C:27]3[C:22](=[CH:23][CH:24]=[CH:25][CH:26]=3)[C:21]2=[O:30])=[O:9])=[CH:4][C:3]=1[C:10]1[N:14]([CH3:15])[N:13]=[CH:12][C:11]=1[F:16]. The catalyst class is: 2.